This data is from Catalyst prediction with 721,799 reactions and 888 catalyst types from USPTO. The task is: Predict which catalyst facilitates the given reaction. (1) Reactant: C[O:2][C:3](=O)[CH:4]=[CH:5][C:6](=[C:11]([NH:13][CH2:14][C:15]1[S:16][CH:17]=[CH:18][N:19]=1)[CH3:12])[C:7]([O:9][CH3:10])=[O:8].C[O-].[Na+].[Br:24]N1C(=O)CCC1=O. Product: [CH3:10][O:9][C:7]([C:6]1[CH:5]=[C:4]([Br:24])[C:3](=[O:2])[N:13]([CH2:14][C:15]2[S:16][CH:17]=[CH:18][N:19]=2)[C:11]=1[CH3:12])=[O:8]. The catalyst class is: 5. (2) Reactant: F[C:2](F)(F)[C:3]([OH:5])=O.[Cl:8][C:9]1[CH:10]=[C:11]([NH:16][C:17]2[N:21]=[C:20]([NH:22][CH:23]3[CH2:28][CH2:27][NH:26][CH2:25][CH2:24]3)[NH:19][N:18]=2)[CH:12]=[C:13]([Cl:15])[CH:14]=1.C(=O)(O)[O-].[Na+].C(OC(=O)C)(=O)C. Product: [Cl:15][C:13]1[CH:12]=[C:11]([NH:16][C:17]2[N:21]=[C:20]([NH:22][CH:23]3[CH2:28][CH2:27][N:26]([C:3](=[O:5])[CH3:2])[CH2:25][CH2:24]3)[NH:19][N:18]=2)[CH:10]=[C:9]([Cl:8])[CH:14]=1. The catalyst class is: 10.